This data is from Full USPTO retrosynthesis dataset with 1.9M reactions from patents (1976-2016). The task is: Predict the reactants needed to synthesize the given product. (1) The reactants are: [OH:1][C@H:2]1[CH2:6][N:5]([C:7]([O:9][C:10]([CH3:13])([CH3:12])[CH3:11])=[O:8])[C@H:4]([C:14](N(OC)C)=[O:15])[CH2:3]1.[H-].[Al+3].[Li+].[H-].[H-].[H-]. Given the product [CH:14]([C@@H:4]1[CH2:3][C@@H:2]([OH:1])[CH2:6][N:5]1[C:7]([O:9][C:10]([CH3:13])([CH3:12])[CH3:11])=[O:8])=[O:15], predict the reactants needed to synthesize it. (2) Given the product [C:17]([O:21][C:22](=[O:27])[NH:23][CH2:24][CH2:25][N:6]1[C:7]2[C:12](=[CH:11][CH:10]=[C:9]([S:14][CH3:15])[CH:8]=2)[CH:13]=[C:5]1[C:3](=[O:4])[CH:2]([CH3:16])[CH3:1])([CH3:20])([CH3:19])[CH3:18], predict the reactants needed to synthesize it. The reactants are: [CH3:1][CH:2]([CH3:16])[C:3]([C:5]1[NH:6][C:7]2[C:12]([CH:13]=1)=[CH:11][CH:10]=[C:9]([S:14][CH3:15])[CH:8]=2)=[O:4].[C:17]([O:21][C:22](=[O:27])[NH:23][CH2:24][CH2:25]Br)([CH3:20])([CH3:19])[CH3:18]. (3) Given the product [Br:12][CH:13]([C:17]1[CH:22]=[CH:21][CH:20]=[CH:19][CH:18]=1)[C:14]([O:16][C:23]([CH3:26])([CH3:25])[CH3:24])=[O:15], predict the reactants needed to synthesize it. The reactants are: S(=O)(=O)(O)O.[O-]S([O-])(=O)=O.[Mg+2].[Br:12][CH:13]([C:17]1[CH:22]=[CH:21][CH:20]=[CH:19][CH:18]=1)[C:14]([OH:16])=[O:15].[C:23](O)([CH3:26])([CH3:25])[CH3:24].C([O-])(O)=O.[Na+]. (4) Given the product [N:11]1([C:4]2[C:5]3[CH:10]=[CH:9][NH:8][C:6]=3[N:7]=[C:2]([C:22]3[CH:23]=[C:18]([OH:17])[CH:19]=[CH:20][CH:21]=3)[N:3]=2)[CH2:16][CH2:15][O:14][CH2:13][CH2:12]1, predict the reactants needed to synthesize it. The reactants are: Cl[C:2]1[N:3]=[C:4]([N:11]2[CH2:16][CH2:15][O:14][CH2:13][CH2:12]2)[C:5]2[CH:10]=[CH:9][NH:8][C:6]=2[N:7]=1.[OH:17][C:18]1[CH:19]=[C:20](B(O)O)[CH:21]=[CH:22][CH:23]=1. (5) Given the product [CH2:1]([N:8]1[C:12]2=[CH:13][N:14]=[C:15]([O:17][CH3:18])[CH:16]=[C:11]2[C:10]([C:19]([NH:30][CH2:29][C:28]2[CH:31]=[CH:32][C:33]([F:34])=[C:26]([F:25])[CH:27]=2)=[O:20])=[C:9]1[CH:22]([CH3:23])[CH3:24])[C:2]1[CH:7]=[CH:6][CH:5]=[CH:4][CH:3]=1, predict the reactants needed to synthesize it. The reactants are: [CH2:1]([N:8]1[C:12]2=[CH:13][N:14]=[C:15]([O:17][CH3:18])[CH:16]=[C:11]2[C:10]([C:19](O)=[O:20])=[C:9]1[CH:22]([CH3:24])[CH3:23])[C:2]1[CH:7]=[CH:6][CH:5]=[CH:4][CH:3]=1.[F:25][C:26]1[CH:27]=[C:28]([CH:31]=[CH:32][C:33]=1[F:34])[CH2:29][NH2:30].C(Cl)CCl.CCN(CC)CC. (6) Given the product [CH3:23][O:22][CH:20]([CH3:21])[CH2:19][CH2:18][O:17][C:12]1[CH:13]=[CH:14][CH:15]=[CH:16][C:11]=1[CH:4]([C:5]1[CH:6]=[CH:7][CH:8]=[CH:9][CH:10]=1)[C:2]#[N:3], predict the reactants needed to synthesize it. The reactants are: C[C:2]#[N:3].[CH2:4]([C:11]1[CH:16]=[CH:15][CH:14]=[CH:13][C:12]=1[O:17][CH2:18][CH2:19][CH:20]([O:22][CH3:23])[CH3:21])[C:5]1[CH:10]=[CH:9][CH:8]=[CH:7][CH:6]=1.ClC1C(=O)C(C#N)=C(C#N)C(=O)C=1Cl.C[Si](C#N)(C)C.